This data is from Full USPTO retrosynthesis dataset with 1.9M reactions from patents (1976-2016). The task is: Predict the reactants needed to synthesize the given product. Given the product [OH:12][C:8]1[CH:9]=[C:10]2[C:5](=[CH:6][CH:7]=1)[C:4]([O:14][C:15]1[CH:16]=[CH:17][C:18](/[CH:21]=[CH:22]/[C:23]([OH:25])=[O:24])=[CH:19][CH:20]=1)=[C:3]([C:26]1[CH:27]=[CH:28][CH:29]=[CH:30][CH:31]=1)[C:2]([CH3:1])=[CH:11]2, predict the reactants needed to synthesize it. The reactants are: [CH3:1][C:2]1[C:3]([C:26]2[CH:31]=[CH:30][CH:29]=[CH:28][CH:27]=2)=[C:4]([O:14][C:15]2[CH:20]=[CH:19][C:18](/[CH:21]=[CH:22]/[C:23]([OH:25])=[O:24])=[CH:17][CH:16]=2)[C:5]2[C:10]([CH:11]=1)=[CH:9][C:8]([O:12]C)=[CH:7][CH:6]=2.B(Br)(Br)Br.O.